Dataset: M1 muscarinic receptor antagonist screen with 61,756 compounds. Task: Binary Classification. Given a drug SMILES string, predict its activity (active/inactive) in a high-throughput screening assay against a specified biological target. (1) The compound is s1c2c(CCCC2)c(c1NS(=O)(=O)C)C(OC)=O. The result is 0 (inactive). (2) The result is 0 (inactive). The molecule is S(=O)(=O)(Nc1sc(nn1)COC)c1ccccc1. (3) The molecule is O=C(NCc1ncccc1)C(NC(=O)c1ccc(OC)cc1)C(C)C. The result is 0 (inactive). (4) The drug is O=C(N1CCN(CC1)C(c1ccccc1)c1ccccc1)c1c(occ1)C. The result is 0 (inactive). (5) The drug is O=C(Nc1c(ccc(c1)C)C)C=1C(NC(=O)NC1C)c1cc(OC)c(OC)cc1. The result is 0 (inactive).